This data is from Forward reaction prediction with 1.9M reactions from USPTO patents (1976-2016). The task is: Predict the product of the given reaction. (1) Given the reactants [Cl:1][C:2]1[CH:7]=[C:6](Cl)[CH:5]=[C:4]([Cl:9])[C:3]=1[C:10]1[C:18]2[O:17][CH:16]([CH2:19][OH:20])[CH2:15][C:14]=2[CH:13]=[CH:12][CH:11]=1.[C:21]1([CH3:31])[CH:26]=[CH:25][C:24]([S:27](Cl)(=[O:29])=[O:28])=[CH:23][CH:22]=1, predict the reaction product. The product is: [CH3:31][C:21]1[CH:26]=[CH:25][C:24]([S:27]([O:20][CH2:19][CH:16]2[CH2:15][C:14]3[CH:13]=[CH:12][CH:11]=[C:10]([C:3]4[C:2]([Cl:1])=[CH:7][CH:6]=[CH:5][C:4]=4[Cl:9])[C:18]=3[O:17]2)(=[O:29])=[O:28])=[CH:23][CH:22]=1. (2) The product is: [Br:20][C:21]1[CH:35]=[CH:34][CH:33]=[C:32]([F:36])[C:22]=1[C:23]1[O:30][CH:27]=[CH:26][N:25]=1. Given the reactants O=P12OP3(OP(OP(O3)(O1)=O)(=O)O2)=O.CS(O)(=O)=O.[Br:20][C:21]1[CH:35]=[CH:34][CH:33]=[C:32]([F:36])[C:22]=1[C:23]([NH:25][CH2:26][CH:27]([O:30]C)OC)=O.C([O-])(O)=O.[Na+], predict the reaction product. (3) Given the reactants [N:1]1([CH2:7][CH2:8][OH:9])[CH2:6][CH2:5][NH:4][CH2:3][CH2:2]1.F[C:11]1[CH:12]=[C:13]([N+:17]([O-:19])=[O:18])[CH:14]=[CH:15][CH:16]=1.O, predict the reaction product. The product is: [N+:17]([C:13]1[CH:12]=[C:11]([N:4]2[CH2:5][CH2:6][N:1]([CH2:7][CH2:8][OH:9])[CH2:2][CH2:3]2)[CH:16]=[CH:15][CH:14]=1)([O-:19])=[O:18]. (4) Given the reactants [H-].[Na+].[CH:3]([C:5]1[CH:13]=[CH:12][C:8]([C:9]([O-:11])=O)=[C:7](C)[CH:6]=1)=[CH2:4].[CH3:15][C:16]([CH3:18])=[O:17].Cl.S([O-])([O-])(=O)=O.[Mg+2], predict the reaction product. The product is: [CH:3]([C:5]1[CH:6]=[CH:7][C:8]([C:9]([CH2:15][C:16](=[O:17])[CH3:18])=[O:11])=[CH:12][CH:13]=1)=[CH2:4]. (5) Given the reactants [Cl:1][C:2]1[CH:3]=[CH:4][C:5]2[C:6]3[C:14](=[O:15])[NH:13][CH:12]=[CH:11][C:7]=3[NH:8][C:9]=2[CH:10]=1.C1C(=O)N([Br:23])C(=O)C1, predict the reaction product. The product is: [Br:23][C:11]1[C:7]2[NH:8][C:9]3[CH:10]=[C:2]([Cl:1])[CH:3]=[CH:4][C:5]=3[C:6]=2[C:14](=[O:15])[NH:13][CH:12]=1. (6) Given the reactants [Si:1]([O:8][C:9]1[CH:10]=[C:11]2[C:15](=[CH:16][CH:17]=1)[NH:14][N:13]=[C:12]2[I:18])([C:4]([CH3:7])([CH3:6])[CH3:5])([CH3:3])[CH3:2].O([C:21](C)(C)C)[K].CI.O, predict the reaction product. The product is: [Si:1]([O:8][C:9]1[CH:10]=[C:11]2[C:15](=[CH:16][CH:17]=1)[N:14]([CH3:21])[N:13]=[C:12]2[I:18])([C:4]([CH3:7])([CH3:5])[CH3:6])([CH3:3])[CH3:2]. (7) Given the reactants [Cl:1][C:2]1[CH:11]=[C:10]2[C:5]([C:6]([OH:15])=[C:7]([N+:12]([O-])=O)[CH:8]=[N:9]2)=[CH:4][CH:3]=1.O.O.[Sn](Cl)Cl.C(O)C.C(=O)(O)[O-].[Na+], predict the reaction product. The product is: [NH2:12][C:7]1[CH:8]=[N:9][C:10]2[C:5]([C:6]=1[OH:15])=[CH:4][CH:3]=[C:2]([Cl:1])[CH:11]=2. (8) The product is: [C:23]([O:22][C:20]([N:10]1[C:11]2([CH2:19][O:18][CH2:17][CH2:16][O:15][CH2:14]2)[C:12](=[O:13])[N:7]([CH2:6][C:5]([OH:33])=[O:4])[C@H:8]([C:27]2[CH:28]=[CH:29][CH:30]=[CH:31][CH:32]=2)[CH2:9]1)=[O:21])([CH3:26])([CH3:24])[CH3:25]. Given the reactants [OH-].[Li+].C[O:4][C:5](=[O:33])[CH2:6][N:7]1[C:12](=[O:13])[C:11]2([CH2:19][O:18][CH2:17][CH2:16][O:15][CH2:14]2)[N:10]([C:20]([O:22][C:23]([CH3:26])([CH3:25])[CH3:24])=[O:21])[CH2:9][C@H:8]1[C:27]1[CH:32]=[CH:31][CH:30]=[CH:29][CH:28]=1, predict the reaction product. (9) The product is: [C:33]([NH:34][C@H:35]1[CH2:39][CH2:38][N:37]([C:9]2[CH:8]=[CH:7][C:3]([C:4]([NH2:6])=[O:5])=[C:2]([O:13][C:14]3[CH:15]=[CH:16][C:17]([C:20]([N:22]4[CH2:23][CH2:24][O:25][CH2:26][CH2:27]4)=[O:21])=[CH:18][CH:19]=3)[N:10]=2)[CH2:36]1)(=[O:40])[CH:41]=[CH2:42]. Given the reactants Cl[C:2]1[N:10]=[C:9](Cl)[C:8](F)=[CH:7][C:3]=1[C:4]([NH2:6])=[O:5].[OH:13][C:14]1[CH:19]=[CH:18][C:17]([C:20]([N:22]2[CH2:27][CH2:26][O:25][CH2:24][CH2:23]2)=[O:21])=[CH:16][CH:15]=1.C(O[C:33](=[O:40])[NH:34][C@H:35]1[CH2:39][CH2:38][NH:37][CH2:36]1)(C)(C)C.[C:41](O)(=O)[CH:42]=C, predict the reaction product.